Dataset: NCI-60 drug combinations with 297,098 pairs across 59 cell lines. Task: Regression. Given two drug SMILES strings and cell line genomic features, predict the synergy score measuring deviation from expected non-interaction effect. (1) Drug 1: CC(CN1CC(=O)NC(=O)C1)N2CC(=O)NC(=O)C2. Drug 2: C(=O)(N)NO. Cell line: HCT-15. Synergy scores: CSS=33.6, Synergy_ZIP=-5.02, Synergy_Bliss=0.513, Synergy_Loewe=-20.9, Synergy_HSA=-0.782. (2) Drug 1: C1CCN(CC1)CCOC2=CC=C(C=C2)C(=O)C3=C(SC4=C3C=CC(=C4)O)C5=CC=C(C=C5)O. Drug 2: CC1=C(C=C(C=C1)NC(=O)C2=CC=C(C=C2)CN3CCN(CC3)C)NC4=NC=CC(=N4)C5=CN=CC=C5. Cell line: MALME-3M. Synergy scores: CSS=-0.636, Synergy_ZIP=2.32, Synergy_Bliss=5.67, Synergy_Loewe=-1.51, Synergy_HSA=-0.0818. (3) Drug 1: CC1=C2C(C(=O)C3(C(CC4C(C3C(C(C2(C)C)(CC1OC(=O)C(C(C5=CC=CC=C5)NC(=O)C6=CC=CC=C6)O)O)OC(=O)C7=CC=CC=C7)(CO4)OC(=O)C)O)C)OC(=O)C. Drug 2: CS(=O)(=O)CCNCC1=CC=C(O1)C2=CC3=C(C=C2)N=CN=C3NC4=CC(=C(C=C4)OCC5=CC(=CC=C5)F)Cl. Cell line: HT29. Synergy scores: CSS=69.5, Synergy_ZIP=5.50, Synergy_Bliss=4.79, Synergy_Loewe=-4.90, Synergy_HSA=6.95. (4) Drug 2: CC1C(C(CC(O1)OC2CC(CC3=C2C(=C4C(=C3O)C(=O)C5=C(C4=O)C(=CC=C5)OC)O)(C(=O)C)O)N)O.Cl. Drug 1: C1CCC(C1)C(CC#N)N2C=C(C=N2)C3=C4C=CNC4=NC=N3. Synergy scores: CSS=57.6, Synergy_ZIP=11.7, Synergy_Bliss=16.2, Synergy_Loewe=1.70, Synergy_HSA=16.6. Cell line: 786-0. (5) Drug 1: COC1=C(C=C2C(=C1)N=CN=C2NC3=CC(=C(C=C3)F)Cl)OCCCN4CCOCC4. Drug 2: CCCS(=O)(=O)NC1=C(C(=C(C=C1)F)C(=O)C2=CNC3=C2C=C(C=N3)C4=CC=C(C=C4)Cl)F. Cell line: HS 578T. Synergy scores: CSS=4.76, Synergy_ZIP=-1.00, Synergy_Bliss=5.54, Synergy_Loewe=-5.63, Synergy_HSA=-0.319. (6) Drug 1: C1=CC(=CC=C1CCC2=CNC3=C2C(=O)NC(=N3)N)C(=O)NC(CCC(=O)O)C(=O)O. Drug 2: C1=NC2=C(N1)C(=S)N=C(N2)N. Cell line: MALME-3M. Synergy scores: CSS=21.1, Synergy_ZIP=-8.86, Synergy_Bliss=-2.82, Synergy_Loewe=-2.48, Synergy_HSA=-1.71. (7) Drug 1: C1CN1P(=S)(N2CC2)N3CC3. Drug 2: CCC1(CC2CC(C3=C(CCN(C2)C1)C4=CC=CC=C4N3)(C5=C(C=C6C(=C5)C78CCN9C7C(C=CC9)(C(C(C8N6C=O)(C(=O)OC)O)OC(=O)C)CC)OC)C(=O)OC)O.OS(=O)(=O)O. Cell line: OVCAR-4. Synergy scores: CSS=2.63, Synergy_ZIP=-2.05, Synergy_Bliss=-1.31, Synergy_Loewe=-6.61, Synergy_HSA=-1.92. (8) Drug 1: C1=CC(=CC=C1CCC2=CNC3=C2C(=O)NC(=N3)N)C(=O)NC(CCC(=O)O)C(=O)O. Drug 2: CC1=C2C(C(=O)C3(C(CC4C(C3C(C(C2(C)C)(CC1OC(=O)C(C(C5=CC=CC=C5)NC(=O)C6=CC=CC=C6)O)O)OC(=O)C7=CC=CC=C7)(CO4)OC(=O)C)O)C)OC(=O)C. Cell line: HCT116. Synergy scores: CSS=51.4, Synergy_ZIP=-3.92, Synergy_Bliss=-4.52, Synergy_Loewe=-5.89, Synergy_HSA=-1.02. (9) Drug 1: CC(C1=C(C=CC(=C1Cl)F)Cl)OC2=C(N=CC(=C2)C3=CN(N=C3)C4CCNCC4)N. Drug 2: CC1=C(N=C(N=C1N)C(CC(=O)N)NCC(C(=O)N)N)C(=O)NC(C(C2=CN=CN2)OC3C(C(C(C(O3)CO)O)O)OC4C(C(C(C(O4)CO)O)OC(=O)N)O)C(=O)NC(C)C(C(C)C(=O)NC(C(C)O)C(=O)NCCC5=NC(=CS5)C6=NC(=CS6)C(=O)NCCC[S+](C)C)O. Cell line: SK-MEL-5. Synergy scores: CSS=-12.3, Synergy_ZIP=-0.427, Synergy_Bliss=-9.50, Synergy_Loewe=-19.0, Synergy_HSA=-14.6. (10) Cell line: LOX IMVI. Drug 2: C1CN(P(=O)(OC1)NCCCl)CCCl. Synergy scores: CSS=6.84, Synergy_ZIP=-6.49, Synergy_Bliss=-2.54, Synergy_Loewe=-1.09, Synergy_HSA=-0.959. Drug 1: CC1C(C(CC(O1)OC2CC(CC3=C2C(=C4C(=C3O)C(=O)C5=C(C4=O)C(=CC=C5)OC)O)(C(=O)C)O)N)O.Cl.